From a dataset of Catalyst prediction with 721,799 reactions and 888 catalyst types from USPTO. Predict which catalyst facilitates the given reaction. Reactant: [F:1][C:2]([F:43])([F:42])[CH:3]([N:29]1[CH2:33][CH2:32][C@H:31]([NH:34]C(=O)OC(C)(C)C)[CH2:30]1)[C:4]1[CH:5]=[CH:6][C:7]2[N:8]([C:10]([C:13]3[CH:22]=[CH:21][C:20]4[C:15](=[CH:16][C:17]([NH:23][C:24](=[O:28])[CH:25]([CH3:27])[CH3:26])=[CH:18][CH:19]=4)[N:14]=3)=[N:11][N:12]=2)[CH:9]=1.Cl. Product: [NH2:34][C@H:31]1[CH2:32][CH2:33][N:29]([CH:3]([C:4]2[CH:5]=[CH:6][C:7]3[N:8]([C:10]([C:13]4[CH:22]=[CH:21][C:20]5[C:15](=[CH:16][C:17]([NH:23][C:24](=[O:28])[CH:25]([CH3:26])[CH3:27])=[CH:18][CH:19]=5)[N:14]=4)=[N:11][N:12]=3)[CH:9]=2)[C:2]([F:43])([F:42])[F:1])[CH2:30]1. The catalyst class is: 22.